The task is: Regression. Given a peptide amino acid sequence and an MHC pseudo amino acid sequence, predict their binding affinity value. This is MHC class I binding data.. This data is from Peptide-MHC class I binding affinity with 185,985 pairs from IEDB/IMGT. (1) The peptide sequence is KQIVIINPM. The MHC is HLA-A11:01 with pseudo-sequence HLA-A11:01. The binding affinity (normalized) is 0.213. (2) The peptide sequence is VVYKEAKIK. The MHC is HLA-A02:11 with pseudo-sequence HLA-A02:11. The binding affinity (normalized) is 0.375. (3) The peptide sequence is LSPRTLNAW. The MHC is HLA-A31:01 with pseudo-sequence HLA-A31:01. The binding affinity (normalized) is 0. (4) The peptide sequence is RQRHYFDSA. The MHC is HLA-B27:03 with pseudo-sequence HLA-B27:03. The binding affinity (normalized) is 0.0847. (5) The peptide sequence is YRYLCLIQK. The MHC is HLA-A11:01 with pseudo-sequence HLA-A11:01. The binding affinity (normalized) is 0.295. (6) The peptide sequence is YAVTKTDGI. The MHC is HLA-A02:01 with pseudo-sequence HLA-A02:01. The binding affinity (normalized) is 0.258.